The task is: Predict which catalyst facilitates the given reaction.. This data is from Catalyst prediction with 721,799 reactions and 888 catalyst types from USPTO. (1) Reactant: [CH:1]1([CH2:16][OH:17])[CH2:15][CH2:14][CH2:13][CH2:12][CH2:11][CH2:10][CH2:9][CH2:8][CH2:7][CH2:6][CH2:5][CH2:4][CH2:3][CH2:2]1.C1C=C[NH+]=CC=1.[O-][Cr](Cl)(=O)=O. Product: [CH:1]1([CH:16]=[O:17])[CH2:15][CH2:14][CH2:13][CH2:12][CH2:11][CH2:10][CH2:9][CH2:8][CH2:7][CH2:6][CH2:5][CH2:4][CH2:3][CH2:2]1. The catalyst class is: 158. (2) Reactant: CN1C(=O)CCC1.Cl[C:9]1[CH:14]=[N:13][C:12]([Cl:15])=[CH:11][N:10]=1.[C:16]([O:20][C:21]([N:23]1[CH2:28][CH2:27][NH:26][CH2:25][CH2:24]1)=[O:22])([CH3:19])([CH3:18])[CH3:17].C(=O)([O-])[O-].[K+].[K+]. Product: [Cl:15][C:12]1[CH:11]=[N:10][C:9]([N:26]2[CH2:25][CH2:24][N:23]([C:21]([O:20][C:16]([CH3:19])([CH3:18])[CH3:17])=[O:22])[CH2:28][CH2:27]2)=[CH:14][N:13]=1. The catalyst class is: 6. (3) Reactant: [C:1]([C:4]1[CH:9]=[CH:8][C:7]([S:10]([N:13]([CH2:19][O:20][CH3:21])[C:14]2[S:15][CH:16]=[CH:17][N:18]=2)(=[O:12])=[O:11])=[CH:6][CH:5]=1)(=O)C.[O-:22][C:23]#[N:24].[K+].[C:26](=[O:29])([O-])[O-].[NH4+:30].[NH4+]. Product: [O:22]=[C:23]1[NH:30][CH:1]([C:4]2[CH:9]=[CH:8][C:7]([S:10]([N:13]([CH2:19][O:20][CH3:21])[C:14]3[S:15][CH:16]=[CH:17][N:18]=3)(=[O:12])=[O:11])=[CH:6][CH:5]=2)[C:26](=[O:29])[NH:24]1. The catalyst class is: 40. (4) Reactant: [CH:1](NC(C)C)([CH3:3])[CH3:2].C([Li])CCC.[CH:13]1([C:16]([O:18][C:19]([CH3:22])([CH3:21])[CH3:20])=[O:17])[CH2:15][CH2:14]1.C(Br)C=C.[Cl-].[NH4+]. Product: [CH2:3]([C:13]1([C:16]([O:18][C:19]([CH3:22])([CH3:21])[CH3:20])=[O:17])[CH2:15][CH2:14]1)[CH:1]=[CH2:2]. The catalyst class is: 134.